This data is from Reaction yield outcomes from USPTO patents with 853,638 reactions. The task is: Predict the reaction yield, written as a fraction of the theoretical maximum amount of product (1.0 means a 100% yield; for example, 0.34 means a 34% yield). The reactants are [NH2:1][C:2]1[C:11]2[C:6](=[C:7](Br)[CH:8]=[CH:9][CH:10]=2)[N:5]=[N:4][C:3]=1[C:13]([NH:15][CH2:16][CH2:17][CH3:18])=[O:14].[CH3:19][C:20]1[CH:25]=[CH:24][N:23]=[CH:22][C:21]=1B(O)O. No catalyst specified. The product is [NH2:1][C:2]1[C:11]2[C:6](=[C:7]([C:21]3[CH:22]=[N:23][CH:24]=[CH:25][C:20]=3[CH3:19])[CH:8]=[CH:9][CH:10]=2)[N:5]=[N:4][C:3]=1[C:13]([NH:15][CH2:16][CH2:17][CH3:18])=[O:14]. The yield is 0.860.